Predict the product of the given reaction. From a dataset of Forward reaction prediction with 1.9M reactions from USPTO patents (1976-2016). (1) Given the reactants [C:1]([C:5]1[CH:10]=[CH:9][C:8]([S:11]([NH:14][C@@H:15]([CH2:19][NH:20][C:21](=[O:39])[C:22]2[CH:27]=[CH:26][C:25]([CH2:28][CH2:29][C:30](=[O:38])[NH:31][C:32]3[NH:33][CH2:34][CH2:35][CH2:36][N:37]=3)=[CH:24][CH:23]=2)[C:16]([OH:18])=[O:17])(=[O:13])=[O:12])=[CH:7][CH:6]=1)([CH3:4])([CH3:3])[CH3:2].[CH2:40](O)[CH3:41], predict the reaction product. The product is: [CH2:40]([O:17][C:16](=[O:18])[C@@H:15]([NH:14][S:11]([C:8]1[CH:7]=[CH:6][C:5]([C:1]([CH3:4])([CH3:2])[CH3:3])=[CH:10][CH:9]=1)(=[O:13])=[O:12])[CH2:19][NH:20][C:21](=[O:39])[C:22]1[CH:27]=[CH:26][C:25]([CH2:28][CH2:29][C:30](=[O:38])[NH:31][C:32]2[NH:37][CH2:36][CH2:35][CH2:34][N:33]=2)=[CH:24][CH:23]=1)[CH3:41]. (2) Given the reactants [NH2:1][C:2]1[CH:10]=[CH:9][C:5]([C:6]([OH:8])=O)=[CH:4][C:3]=1[F:11].[C:12]([NH:16][C:17]([C:19]1[N:20]=[C:21]([CH2:24][N:25]2[CH2:30][CH2:29][NH:28][CH2:27][CH2:26]2)[S:22][CH:23]=1)=[O:18])([CH3:15])([CH3:14])[CH3:13].C(N(CC)CC)C.CCCP1(OP(CCC)(=O)OP(CCC)(=O)O1)=O, predict the reaction product. The product is: [NH2:1][C:2]1[CH:10]=[CH:9][C:5]([C:6]([N:28]2[CH2:29][CH2:30][N:25]([CH2:24][C:21]3[S:22][CH:23]=[C:19]([C:17]([NH:16][C:12]([CH3:15])([CH3:14])[CH3:13])=[O:18])[N:20]=3)[CH2:26][CH2:27]2)=[O:8])=[CH:4][C:3]=1[F:11]. (3) Given the reactants C[O:2][C:3](=[O:19])[C:4]1[CH:9]=[CH:8][CH:7]=[C:6]([CH2:10][O:11][C:12]2[CH:17]=[CH:16][C:15](I)=[CH:14][CH:13]=2)[CH:5]=1.[F:20][C:21]([F:33])([F:32])[O:22][C:23]1[CH:28]=[CH:27][C:26](B(O)O)=[CH:25][CH:24]=1, predict the reaction product. The product is: [F:20][C:21]([F:32])([F:33])[O:22][C:23]1[CH:28]=[CH:27][C:26]([C:15]2[CH:16]=[CH:17][C:12]([O:11][CH2:10][C:6]3[CH:5]=[C:4]([CH:9]=[CH:8][CH:7]=3)[C:3]([OH:2])=[O:19])=[CH:13][CH:14]=2)=[CH:25][CH:24]=1. (4) The product is: [CH2:21]([NH:27][C:11](=[O:13])[CH2:10][C:6]1[CH:5]=[C:4]([B:1]([OH:2])[OH:3])[CH:9]=[CH:8][CH:7]=1)[CH2:22][CH2:23][CH2:24][CH2:25][CH3:26]. Given the reactants [B:1]([C:4]1[CH:5]=[C:6]([CH2:10][C:11]([OH:13])=O)[CH:7]=[CH:8][CH:9]=1)([OH:3])[OH:2].C(N(CC)CC)C.[CH2:21]([NH2:27])[CH2:22][CH2:23][CH2:24][CH2:25][CH3:26], predict the reaction product. (5) Given the reactants COC1C=C2C(CCC(=O)C2(C)C)=CC=1.Br[C:17]1[CH:22]=[CH:21][C:20]([Cl:23])=[CH:19][C:18]=1[OH:24].[OH:25][C:26]1[CH:27]=[CH:28][C:29]2[C:41](=[O:42])[C:40]3C4C(=CC(C#N)=CC=4)N[C:32]=3[C:31](C)(C)[C:30]=2[CH:47]=1, predict the reaction product. The product is: [Cl:23][C:20]1[CH:21]=[CH:22][C:17]2[C:40]3[C:41](=[O:42])[C:29]4[C:30]([CH2:31][C:32]=3[O:24][C:18]=2[CH:19]=1)=[CH:47][C:26]([OH:25])=[CH:27][CH:28]=4.